This data is from Full USPTO retrosynthesis dataset with 1.9M reactions from patents (1976-2016). The task is: Predict the reactants needed to synthesize the given product. (1) Given the product [F:24][C:25]1[CH:30]=[C:29]([F:31])[CH:28]=[CH:27][C:26]=1[NH:32][C:33](=[O:34])[NH:1][C:2]1[CH:7]=[CH:6][C:5]([C:8]2[S:9][CH:10]=[C:11]([C:13]([NH:15][C@@H:16]([CH:21]([CH3:23])[CH3:22])[C:17]([O:19][CH3:20])=[O:18])=[O:14])[N:12]=2)=[CH:4][CH:3]=1, predict the reactants needed to synthesize it. The reactants are: [NH2:1][C:2]1[CH:7]=[CH:6][C:5]([C:8]2[S:9][CH:10]=[C:11]([C:13]([NH:15][C@@H:16]([CH:21]([CH3:23])[CH3:22])[C:17]([O:19][CH3:20])=[O:18])=[O:14])[N:12]=2)=[CH:4][CH:3]=1.[F:24][C:25]1[CH:30]=[C:29]([F:31])[CH:28]=[CH:27][C:26]=1[N:32]=[C:33]=[O:34]. (2) The reactants are: [Br:1]Br.[CH:3]1[CH:4]=[C:5]2[C:10]3=[C:11]([C:13]([O:15][C:16](=[O:17])[C:9]3=[CH:8][CH:7]=[CH:6]2)=[O:14])[CH:12]=1. Given the product [CH:3]1[CH:12]=[C:11]2[C:13]([O:15][C:16](=[O:17])[C:9]3=[C:10]2[C:5](=[CH:6][C:7]([Br:1])=[CH:8]3)[CH:4]=1)=[O:14], predict the reactants needed to synthesize it.